Dataset: Full USPTO retrosynthesis dataset with 1.9M reactions from patents (1976-2016). Task: Predict the reactants needed to synthesize the given product. The reactants are: [Cl:1][C:2]1[CH:7]=[C:6]([Cl:8])[CH:5]=[CH:4][C:3]=1[C:9]1[N:10]=[C:11](/[CH:16]=[CH:17]/[C:18]2[CH:23]=[CH:22][C:21]([C:24]3[CH:29]=[CH:28][C:27]([OH:30])=[CH:26][CH:25]=3)=[CH:20][CH:19]=2)[N:12]([CH2:14][CH3:15])[CH:13]=1.Br[CH:32]([C:37]1[CH:42]=[CH:41][CH:40]=[CH:39][CH:38]=1)[C:33]([O:35]C)=[O:34]. Given the product [Cl:1][C:2]1[CH:7]=[C:6]([Cl:8])[CH:5]=[CH:4][C:3]=1[C:9]1[N:10]=[C:11](/[CH:16]=[CH:17]/[C:18]2[CH:23]=[CH:22][C:21]([C:24]3[CH:25]=[CH:26][C:27]([O:30][CH:32]([C:37]4[CH:42]=[CH:41][CH:40]=[CH:39][CH:38]=4)[C:33]([OH:35])=[O:34])=[CH:28][CH:29]=3)=[CH:20][CH:19]=2)[N:12]([CH2:14][CH3:15])[CH:13]=1, predict the reactants needed to synthesize it.